This data is from Peptide-MHC class II binding affinity with 134,281 pairs from IEDB. The task is: Regression. Given a peptide amino acid sequence and an MHC pseudo amino acid sequence, predict their binding affinity value. This is MHC class II binding data. (1) The peptide sequence is KILTYPWDRIEEVTR. The MHC is DRB4_0103 with pseudo-sequence DRB4_0103. The binding affinity (normalized) is 0.519. (2) The peptide sequence is ALFSGVSWVMKIGIG. The MHC is DRB1_1101 with pseudo-sequence DRB1_1101. The binding affinity (normalized) is 0.495. (3) The MHC is DRB1_0901 with pseudo-sequence DRB1_0901. The peptide sequence is KSIIIPFIAYFVLMH. The binding affinity (normalized) is 0. (4) The peptide sequence is RGDSRLTYQWHKEGS. The MHC is DRB3_0301 with pseudo-sequence DRB3_0301. The binding affinity (normalized) is 0.231. (5) The peptide sequence is QFKPEEITGIMKDFD. The MHC is HLA-DQA10102-DQB10502 with pseudo-sequence HLA-DQA10102-DQB10502. The binding affinity (normalized) is 0.106. (6) The peptide sequence is KSIIKARVVWKAIIE. The MHC is HLA-DQA10401-DQB10402 with pseudo-sequence HLA-DQA10401-DQB10402. The binding affinity (normalized) is 0. (7) The peptide sequence is FAESNSGGDVVHLALMA. The MHC is DRB1_0301 with pseudo-sequence DRB1_0301. The binding affinity (normalized) is 0.112. (8) The peptide sequence is AAPANDKFTVFEAAF. The MHC is HLA-DPA10201-DPB10501 with pseudo-sequence HLA-DPA10201-DPB10501. The binding affinity (normalized) is 0.318. (9) The peptide sequence is VAANRIQLLALIATN. The MHC is HLA-DQA10501-DQB10301 with pseudo-sequence HLA-DQA10501-DQB10301. The binding affinity (normalized) is 0.331.